Dataset: Peptide-MHC class I binding affinity with 185,985 pairs from IEDB/IMGT. Task: Regression. Given a peptide amino acid sequence and an MHC pseudo amino acid sequence, predict their binding affinity value. This is MHC class I binding data. (1) The binding affinity (normalized) is 0.0847. The peptide sequence is ETESVNSNY. The MHC is HLA-B48:01 with pseudo-sequence HLA-B48:01. (2) The peptide sequence is KVADVDLAVPV. The MHC is HLA-C06:02 with pseudo-sequence HLA-C06:02. The binding affinity (normalized) is 0.0847.